This data is from Forward reaction prediction with 1.9M reactions from USPTO patents (1976-2016). The task is: Predict the product of the given reaction. Given the reactants C(N([CH2:6][CH3:7])CC)C.[C:8](Cl)(=[O:13])[C:9](C)(C)C.[CH2:15]([O:22][C:23]1[CH:28]=[CH:27][C:26](/[CH:29]=[CH:30]/[C:31]([OH:33])=O)=[C:25]([F:34])[CH:24]=1)[C:16]1[CH:21]=[CH:20][CH:19]=[CH:18][CH:17]=1.[CH2:35]([Li])[CH2:36][CH2:37][CH3:38].[NH4+:40].[Cl-].C1C[O:45][CH2:44]C1, predict the reaction product. The product is: [CH2:15]([O:22][C:23]1[CH:28]=[CH:27][C:26](/[CH:29]=[CH:30]/[C:31]([N:40]2[C@H:9]([C:7]3[CH:6]=[CH:38][CH:37]=[CH:36][CH:35]=3)[CH2:8][O:13][C:44]2=[O:45])=[O:33])=[C:25]([F:34])[CH:24]=1)[C:16]1[CH:17]=[CH:18][CH:19]=[CH:20][CH:21]=1.